From a dataset of Reaction yield outcomes from USPTO patents with 853,638 reactions. Predict the reaction yield, written as a fraction of the theoretical maximum amount of product (1.0 means a 100% yield; for example, 0.34 means a 34% yield). (1) The reactants are [H-].[Na+].[NH:3]1[C:11]2[C:6](=[CH:7][C:8]([O:12][C:13]3[CH:18]=[CH:17][N:16]=[C:15]([NH2:19])[CH:14]=3)=[CH:9][CH:10]=2)[CH:5]=[CH:4]1.[CH2:20]([NH:22][C:23](=O)[O:24]C1C=CC=CC=1)[CH3:21]. The catalyst is CN(C)C=O. The product is [CH2:20]([NH:22][C:23]([N:3]1[C:11]2[C:6](=[CH:7][C:8]([O:12][C:13]3[CH:18]=[CH:17][N:16]=[C:15]([NH2:19])[CH:14]=3)=[CH:9][CH:10]=2)[CH:5]=[CH:4]1)=[O:24])[CH3:21]. The yield is 0.803. (2) The reactants are [CH3:1][C:2]1([CH3:11])[C:6]2[CH:7]=[CH:8][CH:9]=[CH:10][C:5]=2[O:4][CH2:3]1.F[C:13](F)(F)[S:14](O)(=[O:16])=[O:15].CS(OS(C)(=O)=O)(=O)=O. No catalyst specified. The product is [CH3:13][S:14]([C:8]1[CH:9]=[CH:10][C:5]2[O:4][CH2:3][C:2]([CH3:11])([CH3:1])[C:6]=2[CH:7]=1)(=[O:16])=[O:15]. The yield is 0.240. (3) The reactants are [C:1]([C:5]1[N:10]=[C:9]([N:11]2[CH2:16][CH2:15][N:14]([CH2:17][CH2:18][CH2:19][CH2:20][NH2:21])[CH2:13][CH2:12]2)[CH:8]=[C:7]([C:22]([F:25])([F:24])[F:23])[N:6]=1)([CH3:4])([CH3:3])[CH3:2].C1N=CN([C:31](N2C=NC=C2)=[O:32])C=1.[Cl:38][C:39]1[CH:44]=[CH:43][C:42]([N:45]2[CH2:50][CH2:49][NH:48][CH2:47][CH2:46]2)=[CH:41][CH:40]=1. The catalyst is C(Cl)(Cl)Cl.CO. The product is [C:1]([C:5]1[N:10]=[C:9]([N:11]2[CH2:16][CH2:15][N:14]([CH2:17][CH2:18][CH2:19][CH2:20][NH:21][C:31]([N:48]3[CH2:49][CH2:50][N:45]([C:42]4[CH:41]=[CH:40][C:39]([Cl:38])=[CH:44][CH:43]=4)[CH2:46][CH2:47]3)=[O:32])[CH2:13][CH2:12]2)[CH:8]=[C:7]([C:22]([F:24])([F:25])[F:23])[N:6]=1)([CH3:4])([CH3:2])[CH3:3]. The yield is 0.380. (4) The reactants are B(Br)(Br)Br.[CH2:5]([C:7]1[C:8]([NH:25][CH:26]([CH2:29][CH3:30])[CH2:27][CH3:28])=[N:9][C:10]([CH2:23][CH3:24])=[C:11]([C:13]2[CH:18]=[CH:17][C:16]([O:19]C)=[CH:15][C:14]=2[O:21]C)[N:12]=1)[CH3:6]. The catalyst is ClCCl. The product is [CH2:5]([C:7]1[C:8]([NH:25][CH:26]([CH2:29][CH3:30])[CH2:27][CH3:28])=[N:9][C:10]([CH2:23][CH3:24])=[C:11]([C:13]2[CH:18]=[CH:17][C:16]([OH:19])=[CH:15][C:14]=2[OH:21])[N:12]=1)[CH3:6]. The yield is 0.710. (5) The reactants are [C:1]([O:5][C:6]([N:8]1[CH2:13][CH2:12][C:11]([C:16]2[CH:21]=[CH:20][C:19]([Cl:22])=[CH:18][CH:17]=2)([C:14]#[N:15])[CH2:10][CH2:9]1)=[O:7])([CH3:4])([CH3:3])[CH3:2].[OH-:23].[Na+].Cl. The catalyst is C(O)C. The product is [C:1]([O:5][C:6]([N:8]1[CH2:9][CH2:10][C:11]([C:14](=[O:23])[NH2:15])([C:16]2[CH:21]=[CH:20][C:19]([Cl:22])=[CH:18][CH:17]=2)[CH2:12][CH2:13]1)=[O:7])([CH3:4])([CH3:2])[CH3:3]. The yield is 0.580. (6) The reactants are [Br:1][C:2]1[CH:13]=[CH:12][C:5]([CH2:6][C:7]2([C:10]#N)[CH2:9][CH2:8]2)=[C:4](I)[CH:3]=1.[Li]CCCC.C1C[O:23]CC1. No catalyst specified. The product is [Br:1][C:2]1[CH:13]=[C:12]2[C:5]([CH2:6][C:7]3([CH2:9][CH2:8]3)[C:10]2=[O:23])=[CH:4][CH:3]=1. The yield is 0.510. (7) The reactants are [CH3:1][C:2]1[C:3]([CH:13]=[O:14])=[CH:4][NH:5][C:6]=1[C:7]1[CH:12]=[CH:11][CH:10]=[CH:9][CH:8]=1.[H-].[Na+].C1OCCOCCOCCOCCOC1.[CH3:32][O:33][C:34]1[CH:39]=[CH:38][C:37]([O:40][CH3:41])=[CH:36][C:35]=1[S:42](Cl)(=[O:44])=[O:43]. No catalyst specified. The product is [CH3:32][O:33][C:34]1[CH:39]=[CH:38][C:37]([O:40][CH3:41])=[CH:36][C:35]=1[S:42]([N:5]1[C:6]([C:7]2[CH:12]=[CH:11][CH:10]=[CH:9][CH:8]=2)=[C:2]([CH3:1])[C:3]([CH:13]=[O:14])=[CH:4]1)(=[O:43])=[O:44]. The yield is 0.860. (8) The reactants are [C:1]([O:5][C:6]([NH:8][C:9]([NH:18][CH2:19][CH2:20][CH2:21][CH2:22][C@H:23]([NH:60][C:61]([O:63][C:64]([CH3:67])([CH3:66])[CH3:65])=[O:62])[C:24](=[O:59])[NH:25][CH2:26][CH2:27][CH2:28][CH2:29][C@H:30]([NH:51][C:52]([O:54][C:55]([CH3:58])([CH3:57])[CH3:56])=[O:53])[C:31](=[O:50])[NH:32][CH2:33][CH2:34][CH2:35][CH2:36][C@H:37]([NH:42][C:43]([O:45][C:46]([CH3:49])([CH3:48])[CH3:47])=[O:44])[C:38]([O:40]C)=[O:39])=[N:10][C:11](=[O:17])[O:12][C:13]([CH3:16])([CH3:15])[CH3:14])=[O:7])([CH3:4])([CH3:3])[CH3:2].[OH-].[Na+]. The catalyst is CO.C1COCC1.O. The product is [C:13]([O:12][C:11]([NH:10][C:9]([NH:18][CH2:19][CH2:20][CH2:21][CH2:22][C@H:23]([NH:60][C:61]([O:63][C:64]([CH3:67])([CH3:66])[CH3:65])=[O:62])[C:24](=[O:59])[NH:25][CH2:26][CH2:27][CH2:28][CH2:29][C@H:30]([NH:51][C:52]([O:54][C:55]([CH3:58])([CH3:57])[CH3:56])=[O:53])[C:31](=[O:50])[NH:32][CH2:33][CH2:34][CH2:35][CH2:36][C@H:37]([NH:42][C:43]([O:45][C:46]([CH3:47])([CH3:48])[CH3:49])=[O:44])[C:38]([OH:40])=[O:39])=[N:8][C:6](=[O:7])[O:5][C:1]([CH3:4])([CH3:2])[CH3:3])=[O:17])([CH3:14])([CH3:15])[CH3:16]. The yield is 0.870. (9) The yield is 0.980. The product is [Cl:20][C:5]1[C:6]([NH:8][C:9]2[CH:19]=[CH:18][CH:17]=[CH:16][C:10]=2[C:11]([O:13][CH2:14][CH3:15])=[O:12])=[N:7][C:2]([NH:31][C:30]2[CH:32]=[CH:33][CH:34]=[C:28]([N:25]3[CH2:24][CH2:23][N:22]([CH3:21])[CH2:27][CH2:26]3)[CH:29]=2)=[N:3][CH:4]=1. The reactants are Cl[C:2]1[N:7]=[C:6]([NH:8][C:9]2[CH:19]=[CH:18][CH:17]=[CH:16][C:10]=2[C:11]([O:13][CH2:14][CH3:15])=[O:12])[C:5]([Cl:20])=[CH:4][N:3]=1.[CH3:21][N:22]1[CH2:27][CH2:26][N:25]([C:28]2[CH:29]=[C:30]([CH:32]=[CH:33][CH:34]=2)[NH2:31])[CH2:24][CH2:23]1.Cl. The catalyst is C(O)C.